This data is from Forward reaction prediction with 1.9M reactions from USPTO patents (1976-2016). The task is: Predict the product of the given reaction. (1) Given the reactants [CH:1]([O:4][C:5]1[CH:6]=[C:7]([CH:19]=[C:20]([C:22](=[O:29])[NH:23][C:24]2[S:25][CH:26]=[CH:27][N:28]=2)[CH:21]=1)[O:8][C:9]1[CH:14]=[CH:13][C:12]([P:15](=[O:18])([OH:17])[OH:16])=[CH:11][CH:10]=1)([CH3:3])[CH3:2].CCN(C(C)C)C(C)C.[C:39]([O:45][CH:46](I)[CH3:47])(=[O:44])[C:40]([CH3:43])([CH3:42])[CH3:41], predict the reaction product. The product is: [OH:18][P:15]([C:12]1[CH:13]=[CH:14][C:9]([O:8][C:7]2[CH:19]=[C:20]([C:22](=[O:29])[NH:23][C:24]3[S:25][CH:26]=[CH:27][N:28]=3)[CH:21]=[C:5]([O:4][CH:1]([CH3:3])[CH3:2])[CH:6]=2)=[CH:10][CH:11]=1)([O:17][CH:46]([O:45][C:39](=[O:44])[C:40]([CH3:43])([CH3:42])[CH3:41])[CH3:47])=[O:16]. (2) Given the reactants Cl.[N:2]1[CH:7]=[CH:6][CH:5]=[C:4]([S:8]([Cl:11])(=[O:10])=[O:9])[CH:3]=1.[Br:12]Br, predict the reaction product. The product is: [Br:12][C:6]1[CH:5]=[C:4]([S:8]([Cl:11])(=[O:10])=[O:9])[CH:3]=[N:2][CH:7]=1. (3) Given the reactants [CH2:1]([O:3][CH:4](O)[CH3:5])[CH3:2].N1C(C)=CC=CC=1C.[F:15][C:16]([F:29])([F:28])[S:17]([O:20]S(C(F)(F)F)(=O)=O)(=[O:19])=[O:18].[Cl-].[NH4+], predict the reaction product. The product is: [O:20]([CH2:2][CH2:1][O:3][CH2:4][CH3:5])[S:17]([C:16]([F:29])([F:28])[F:15])(=[O:19])=[O:18]. (4) Given the reactants Cl.O1CCOCC1.[Cl:8][C:9]1[CH:48]=[CH:47][CH:46]=[CH:45][C:10]=1[CH2:11][C:12]1[C:13]([N:31]2[CH2:36][CH2:35][CH2:34][C@@H:33]([NH:37]C(=O)OC(C)(C)C)[CH2:32]2)=[N:14][N:15]2[CH:20]=[CH:19][N:18]([CH2:21][C:22](=[O:29])[C:23]3[CH:28]=[CH:27][CH:26]=[CH:25][CH:24]=3)[C:17](=[O:30])[C:16]=12, predict the reaction product. The product is: [ClH:8].[NH2:37][C@@H:33]1[CH2:34][CH2:35][CH2:36][N:31]([C:13]2[C:12]([CH2:11][C:10]3[CH:45]=[CH:46][CH:47]=[CH:48][C:9]=3[Cl:8])=[C:16]3[C:17](=[O:30])[N:18]([CH2:21][C:22](=[O:29])[C:23]4[CH:24]=[CH:25][CH:26]=[CH:27][CH:28]=4)[CH:19]=[CH:20][N:15]3[N:14]=2)[CH2:32]1. (5) Given the reactants [F:1][C:2]1[CH:3]=[C:4]([CH:42]=[CH:43][CH:44]=1)[CH2:5][N:6]1[CH:10]=[C:9]([C:11]2[C:19]3[C:14](=[N:15][CH:16]=[C:17]([C:20]4[CH:21]=[N:22][C:23]([N:26]5[CH2:31][CH2:30][NH:29][CH2:28][CH2:27]5)=[CH:24][CH:25]=4)[CH:18]=3)[N:13]([S:32]([C:35]3[CH:41]=[CH:40][C:38]([CH3:39])=[CH:37][CH:36]=3)(=[O:34])=[O:33])[CH:12]=2)[CH:8]=[N:7]1.FC1C=C(C=CC=1)CN1C=C(C2C3C(=NC=C(C4C=NC(N5CCN(C)CC5)=CC=4)C=3)NC=2)C=N1.Cl.[CH3:81][N:82]([CH3:87])[CH2:83][C:84](O)=[O:85].CN(C(ON1N=NC2C=CC=NC1=2)=[N+](C)C)C.F[P-](F)(F)(F)(F)F.C1C=CC2N(O)N=NC=2C=1.CCN(C(C)C)C(C)C, predict the reaction product. The product is: [CH3:81][N:82]([CH3:87])[CH2:83][C:84]([N:29]1[CH2:30][CH2:31][N:26]([C:23]2[CH:24]=[CH:25][C:20]([C:17]3[CH:18]=[C:19]4[C:11]([C:9]5[CH:8]=[N:7][N:6]([CH2:5][C:4]6[CH:42]=[CH:43][CH:44]=[C:2]([F:1])[CH:3]=6)[CH:10]=5)=[CH:12][N:13]([S:32]([C:35]5[CH:41]=[CH:40][C:38]([CH3:39])=[CH:37][CH:36]=5)(=[O:34])=[O:33])[C:14]4=[N:15][CH:16]=3)=[CH:21][N:22]=2)[CH2:27][CH2:28]1)=[O:85]. (6) Given the reactants [CH3:1][C:2]1[CH:11]=[CH:10][C:9]2[C:4](=[CH:5][CH:6]=[C:7]([C:12]([OH:14])=O)[CH:8]=2)[N:3]=1.CN(C(ON1N=NC2C=CC=NC1=2)=[N+](C)C)C.F[P-](F)(F)(F)(F)F.[NH2:39][CH2:40][CH:41]([OH:53])[CH2:42][N:43]1[CH2:52][CH2:51][C:50]2[C:45](=[CH:46][CH:47]=[CH:48][CH:49]=2)[CH2:44]1, predict the reaction product. The product is: [CH2:44]1[C:45]2[C:50](=[CH:49][CH:48]=[CH:47][CH:46]=2)[CH2:51][CH2:52][N:43]1[CH2:42][CH:41]([OH:53])[CH2:40][NH:39][C:12]([C:7]1[CH:8]=[C:9]2[C:4](=[CH:5][CH:6]=1)[N:3]=[C:2]([CH3:1])[CH:11]=[CH:10]2)=[O:14]. (7) Given the reactants [CH3:1][C:2]([CH3:22])([CH3:21])[CH2:3][NH:4][CH2:5][C@H:6]([N:13]1[CH:17]=[C:16]([N+:18]([O-])=O)[N:15]=[CH:14]1)[C:7]1[CH:12]=[CH:11][CH:10]=[CH:9][CH:8]=1.[F:23][C:24]1[CH:25]=[C:26]2[C:31](=[C:32]([F:34])[CH:33]=1)[CH2:30][CH:29]([NH:35][C@@H:36]([CH2:40][CH2:41][CH3:42])[C:37](O)=[O:38])[CH2:28][CH2:27]2, predict the reaction product. The product is: [CH3:1][C:2]([CH3:22])([CH3:21])[CH2:3][NH:4][CH2:5][C@@H:6]([N:13]1[CH:17]=[C:16]([NH:18][C:37](=[O:38])[C@@H:36]([NH:35][CH:29]2[CH2:28][CH2:27][C:26]3[C:31](=[C:32]([F:34])[CH:33]=[C:24]([F:23])[CH:25]=3)[CH2:30]2)[CH2:40][CH2:41][CH3:42])[N:15]=[CH:14]1)[C:7]1[CH:12]=[CH:11][CH:10]=[CH:9][CH:8]=1. (8) Given the reactants [CH2:1]([N:8]1[CH2:13][CH2:12][O:11][CH:10]([CH2:14][NH2:15])[CH2:9]1)[C:2]1[CH:7]=[CH:6][CH:5]=[CH:4][CH:3]=1.[CH:16]1([N:21]2[C:30]3[N:29]=[C:28]([NH:31][C:32]4[CH:33]=[CH:34][C:35]([C:41](O)=[O:42])=[C:36]5[C:40]=4[O:39][CH2:38][CH2:37]5)[N:27]=[CH:26][C:25]=3[N:24]([CH3:44])[C:23](=[O:45])[C@H:22]2[CH2:46][CH3:47])[CH2:20][CH2:19][CH2:18][CH2:17]1.F[B-](F)(F)F.N1(OC(N(C)C)=[N+](C)C)C2C=CC=CC=2N=N1.C(N(C(C)C)CC)(C)C.C(=O)(O)[O-].[Na+], predict the reaction product. The product is: [CH2:1]([N:8]1[CH2:13][CH2:12][O:11][CH:10]([CH2:14][NH:15][C:41]([C:35]2[CH:34]=[CH:33][C:32]([NH:31][C:28]3[N:27]=[CH:26][C:25]4[N:24]([CH3:44])[C:23](=[O:45])[C@@H:22]([CH2:46][CH3:47])[N:21]([CH:16]5[CH2:17][CH2:18][CH2:19][CH2:20]5)[C:30]=4[N:29]=3)=[C:40]3[O:39][CH2:38][CH2:37][C:36]=23)=[O:42])[CH2:9]1)[C:2]1[CH:3]=[CH:4][CH:5]=[CH:6][CH:7]=1. (9) Given the reactants Br[C:2]1[CH:7]=[CH:6][C:5]([CH2:8][CH2:9][CH2:10][C:11]2[CH:16]=[CH:15][CH:14]=[CH:13][CH:12]=2)=[CH:4][CH:3]=1.C([Li])CCC.[B:22](OC)([O:25]C)[O:23]C, predict the reaction product. The product is: [C:11]1([CH2:10][CH2:9][CH2:8][C:5]2[CH:6]=[CH:7][C:2]([B:22]([OH:25])[OH:23])=[CH:3][CH:4]=2)[CH:16]=[CH:15][CH:14]=[CH:13][CH:12]=1.